From a dataset of Peptide-MHC class II binding affinity with 134,281 pairs from IEDB. Regression. Given a peptide amino acid sequence and an MHC pseudo amino acid sequence, predict their binding affinity value. This is MHC class II binding data. (1) The MHC is DRB1_1501 with pseudo-sequence DRB1_1501. The peptide sequence is GHGCAQPAMERRKHI. The binding affinity (normalized) is 0.0628. (2) The peptide sequence is MMIHTLEALDYKECE. The MHC is DRB1_0404 with pseudo-sequence DRB1_0404. The binding affinity (normalized) is 0.590. (3) The binding affinity (normalized) is 0.203. The peptide sequence is IAATAANAAPTNDKF. The MHC is DRB1_0405 with pseudo-sequence DRB1_0405. (4) The peptide sequence is TPAAPAGAEPAGKAT. The MHC is HLA-DPA10201-DPB10501 with pseudo-sequence HLA-DPA10201-DPB10501. The binding affinity (normalized) is 0. (5) The peptide sequence is VTLEADVILPIGTRS. The MHC is HLA-DQA10601-DQB10402 with pseudo-sequence HLA-DQA10601-DQB10402. The binding affinity (normalized) is 0.268. (6) The peptide sequence is MSFVTTQPEALAAAA. The MHC is HLA-DQA10101-DQB10501 with pseudo-sequence HLA-DQA10101-DQB10501. The binding affinity (normalized) is 0.152. (7) The peptide sequence is ITFMQALQLLLEVEQ. The MHC is DRB1_0401 with pseudo-sequence DRB1_0401. The binding affinity (normalized) is 0.530.